Dataset: Forward reaction prediction with 1.9M reactions from USPTO patents (1976-2016). Task: Predict the product of the given reaction. (1) Given the reactants [CH3:1][C:2]1([C:7]2[N:8]=[C:9]([CH2:12][N:13]3[CH:17]=[C:16]([NH2:18])[CH:15]=[N:14]3)[S:10][CH:11]=2)[O:6]CCO1.[C:19]1([C:25]2[O:29][CH:28]=[N:27][C:26]=2[C:30](O)=[O:31])[CH:24]=[CH:23][CH:22]=[CH:21][CH:20]=1, predict the reaction product. The product is: [C:2]([C:7]1[N:8]=[C:9]([CH2:12][N:13]2[CH:17]=[C:16]([NH:18][C:30]([C:26]3[N:27]=[CH:28][O:29][C:25]=3[C:19]3[CH:20]=[CH:21][CH:22]=[CH:23][CH:24]=3)=[O:31])[CH:15]=[N:14]2)[S:10][CH:11]=1)(=[O:6])[CH3:1]. (2) Given the reactants FC(F)(F)C(O)=O.[CH3:8][N:9]([C:17]1[CH:22]=[CH:21][CH:20]=[C:19]([NH:23][C:24](=[O:29])[C:25]([F:28])([F:27])[F:26])[CH:18]=1)C(=O)OC(C)(C)C, predict the reaction product. The product is: [F:26][C:25]([F:27])([F:28])[C:24]([NH:23][C:19]1[CH:20]=[CH:21][CH:22]=[C:17]([NH:9][CH3:8])[CH:18]=1)=[O:29]. (3) Given the reactants [NH:1]1[CH2:4][CH:3]([NH:5][C:6]2[CH:11]=[C:10]([F:12])[C:9]([C@@H:13]3[C:18]4[NH:19][C:20]5[C:25]([C:17]=4[CH2:16][C@@H:15]([CH3:26])[N:14]3[CH2:27][C:28]([F:32])([F:31])[CH2:29][OH:30])=[CH:24][CH:23]=[CH:22][CH:21]=5)=[C:8]([F:33])[CH:7]=2)[CH2:2]1.CCN(C(C)C)C(C)C.[F:43][CH2:44][CH2:45][CH2:46]I, predict the reaction product. The product is: [F:12][C:10]1[CH:11]=[C:6]([NH:5][CH:3]2[CH2:4][N:1]([CH2:46][CH2:45][CH2:44][F:43])[CH2:2]2)[CH:7]=[C:8]([F:33])[C:9]=1[C@@H:13]1[C:18]2[NH:19][C:20]3[C:25]([C:17]=2[CH2:16][C@@H:15]([CH3:26])[N:14]1[CH2:27][C:28]([F:31])([F:32])[CH2:29][OH:30])=[CH:24][CH:23]=[CH:22][CH:21]=3. (4) Given the reactants NCCSC1SC(NS(C2C=CC(C3C=CC=CC=3)=CC=2)(=O)=O)=NN=1.[CH3:26][O:27][C:28]1[CH:29]=[C:30]([NH:36][S:37]([C:40]2[CH:45]=[CH:44][C:43]([CH2:46][CH2:47][N:48]3C(=O)C4C(=CC=CC=4)C3=O)=[CH:42][CH:41]=2)(=[O:39])=[O:38])[CH:31]=[CH:32][C:33]=1[O:34][CH3:35], predict the reaction product. The product is: [NH2:48][CH2:47][CH2:46][C:43]1[CH:42]=[CH:41][C:40]([S:37]([NH:36][C:30]2[CH:31]=[CH:32][C:33]([O:34][CH3:35])=[C:28]([O:27][CH3:26])[CH:29]=2)(=[O:39])=[O:38])=[CH:45][CH:44]=1. (5) Given the reactants C(OC([NH:8][C@H:9]1[CH2:15][CH2:14][C@@H:13]([O:16][Si:17]([C:20]([CH3:23])([CH3:22])[CH3:21])([CH3:19])[CH3:18])[CH2:12][NH:11][C:10]1=[O:24])=O)(C)(C)C.C[Si](I)(C)C.O, predict the reaction product. The product is: [NH2:8][C@H:9]1[CH2:15][CH2:14][C@@H:13]([O:16][Si:17]([C:20]([CH3:22])([CH3:21])[CH3:23])([CH3:18])[CH3:19])[CH2:12][NH:11][C:10]1=[O:24]. (6) Given the reactants [NH2:1][C:2]1[CH:7]=[CH:6][CH:5]=[CH:4][C:3]=1[C:8]1[NH:9][C:10]2[C:15]([CH:16]=1)=[CH:14][CH:13]=[CH:12][CH:11]=2.[OH:17][C:18]1[CH:19]=[C:20]([CH:26]=[CH:27][C:28]=1[OH:29])[CH2:21][CH2:22][C:23](O)=[O:24], predict the reaction product. The product is: [OH:17][C:18]1[CH:19]=[C:20]([CH2:21][CH2:22][C:23]([NH:1][C:2]2[CH:7]=[CH:6][CH:5]=[CH:4][C:3]=2[C:8]2[NH:9][C:10]3[C:15]([CH:16]=2)=[CH:14][CH:13]=[CH:12][CH:11]=3)=[O:24])[CH:26]=[CH:27][C:28]=1[OH:29].